Dataset: Forward reaction prediction with 1.9M reactions from USPTO patents (1976-2016). Task: Predict the product of the given reaction. (1) Given the reactants [CH3:1][O:2][C:3]1[C:11]2[O:10][C:9](=S)[NH:8][C:7]=2[CH:6]=[C:5]([C:13]([O:15][CH3:16])=[O:14])[CH:4]=1.CN(C)C=O.S(Cl)([Cl:24])=O, predict the reaction product. The product is: [Cl:24][C:9]1[O:10][C:11]2[C:3]([O:2][CH3:1])=[CH:4][C:5]([C:13]([O:15][CH3:16])=[O:14])=[CH:6][C:7]=2[N:8]=1. (2) The product is: [F:9][C:3]1[C:4]([CH3:8])=[CH:5][CH:6]=[CH:7][C:2]=1/[N:1]=[C:11](\[CH2:16][C:17]([O:19][CH3:20])=[O:18])/[C:12]([O:14][CH3:15])=[O:13]. Given the reactants [NH2:1][C:2]1[C:3]([F:9])=[C:4]([CH3:8])[CH:5]=[CH:6][CH:7]=1.O=[C:11]([CH2:16][C:17]([O:19][CH3:20])=[O:18])[C:12]([O:14][CH3:15])=[O:13], predict the reaction product. (3) Given the reactants CP(C)C.[F:5][C:6]1[C:11]([F:12])=[C:10]([OH:13])[CH:9]=[CH:8][C:7]=1[CH2:14][N:15]1[C:23](=[O:24])[C:22]([C:25]([NH:27][C:28]2[CH:33]=[CH:32][C:31]([C:34]([F:37])([F:36])[F:35])=[CH:30][C:29]=2[C:38]2[CH:43]=[C:42]([C:44]([F:47])([F:46])[F:45])[N:41]=[CH:40][N:39]=2)=[O:26])=[C:21]([OH:48])[C:17]2([CH2:20][CH2:19][CH2:18]2)[N:16]1[CH3:49].CC(N1C[CH2:59][O:58][CH2:57]C1)(C)CO.[CH3:67][N:69]([CH3:71])[C:70](N=N[C:67]([N:69]([CH3:71])[CH3:70])=O)=O.O1C[CH2:76][CH2:75][CH2:74]1, predict the reaction product. The product is: [F:5][C:6]1[C:11]([F:12])=[C:10]([O:13][C:75]([CH3:76])([CH3:74])[CH2:71][N:69]2[CH2:67][CH2:59][O:58][CH2:57][CH2:70]2)[CH:9]=[CH:8][C:7]=1[CH2:14][N:15]1[C:23](=[O:24])[C:22]([C:25]([NH:27][C:28]2[CH:33]=[CH:32][C:31]([C:34]([F:36])([F:35])[F:37])=[CH:30][C:29]=2[C:38]2[CH:43]=[C:42]([C:44]([F:45])([F:46])[F:47])[N:41]=[CH:40][N:39]=2)=[O:26])=[C:21]([OH:48])[C:17]2([CH2:18][CH2:19][CH2:20]2)[N:16]1[CH3:49]. (4) The product is: [Br:12][C:13]1[CH:20]=[CH:19][C:16]([CH:17]=[C:24]2[CH2:25][CH2:26][CH2:27][C:22]2=[O:9])=[CH:15][CH:14]=1. Given the reactants C1(N2CC[O:9]CC2)CCCC=1.[Br:12][C:13]1[CH:20]=[CH:19][C:16]([CH:17]=O)=[CH:15][CH:14]=1.Cl.[CH:22]1[CH:27]=[CH:26][CH:25]=[CH:24]C=1, predict the reaction product.